From a dataset of Catalyst prediction with 721,799 reactions and 888 catalyst types from USPTO. Predict which catalyst facilitates the given reaction. (1) Product: [F:21][C:19]([F:20])([F:22])[S:16]([CH:8]([S:9]([C:12]([F:15])([F:14])[F:13])(=[O:11])=[O:10])[CH2:7][C:6]1[CH:41]=[C:36]([C:32]([CH3:35])([CH3:34])[CH3:33])[CH:37]=[CH:38][C:39]=1[OH:42])(=[O:17])=[O:18]. The catalyst class is: 10. Reactant: FC(F)(F)S([CH:6](S(C(F)(F)F)(=O)=O)[CH2:7][CH:8]([S:16]([C:19]([F:22])([F:21])[F:20])(=[O:18])=[O:17])[S:9]([C:12]([F:15])([F:14])[F:13])(=[O:11])=[O:10])(=O)=O.[C:32]([C:36]1[CH:41]=C[C:39]([OH:42])=[CH:38][CH:37]=1)([CH3:35])([CH3:34])[CH3:33]. (2) Reactant: C([O-])([O-])=O.[K+].[K+].[Br:7][C:8]1[C:18]([OH:19])=[C:17]([Br:20])[CH:16]=[CH:15][C:9]=1[C:10]([O:12][CH2:13][CH3:14])=[O:11].Br[CH2:22][C:23](=[O:26])[CH2:24][CH3:25].O. Product: [Br:7][C:8]1[C:18]([O:19][CH2:22][C:23]([CH2:24][CH3:25])=[O:26])=[C:17]([Br:20])[CH:16]=[CH:15][C:9]=1[C:10]([O:12][CH2:13][CH3:14])=[O:11]. The catalyst class is: 3. (3) Reactant: [CH3:1][O:2][C:3](=[O:12])[CH2:4][C:5]1[CH:10]=[CH:9][CH:8]=[CH:7][C:6]=1Br.C1(P(C2CCCCC2)C2C=CC=CC=2C2C(OC)=CC=CC=2OC)CCCCC1.P([O-])([O-])([O-])=O.[K+].[K+].[K+].[CH2:50]([C:52]([OH:84])([CH2:82][CH3:83])/[CH:53]=[CH:54]/[C:55]1[CH:60]=[CH:59][C:58]([C:61]([CH2:79][CH3:80])([C:64]2[CH:69]=[CH:68][C:67](B3OC(C)(C)C(C)(C)O3)=[CH:66][CH:65]=2)[CH2:62][CH3:63])=[CH:57][C:56]=1[CH3:81])[CH3:51].C(=O)(O)[O-].[Na+]. Product: [CH3:1][O:2][C:3](=[O:12])[CH2:4][C:5]1[CH:10]=[CH:9][CH:8]=[CH:7][C:6]=1[C:67]1[CH:66]=[CH:65][C:64]([C:61]([CH2:79][CH3:80])([C:58]2[CH:59]=[CH:60][C:55](/[CH:54]=[CH:53]/[C:52]([CH2:82][CH3:83])([OH:84])[CH2:50][CH3:51])=[C:56]([CH3:81])[CH:57]=2)[CH2:62][CH3:63])=[CH:69][CH:68]=1. The catalyst class is: 493. (4) Reactant: [F:1][C:2]1[CH:3]=[CH:4][C:5]2[S:9][CH:8]=[C:7]([C:10](=[O:29])[CH2:11][CH2:12][N:13]([CH:17]3[CH2:26][C:25]4[C:20](=[CH:21][CH:22]=[CH:23][C:24]=4[O:27][CH3:28])[O:19][CH2:18]3)[CH2:14][CH2:15][CH3:16])[C:6]=2[CH:30]=1.[BH4-].[Na+].CCCCCC.CCOC(C)=O. Product: [F:1][C:2]1[CH:3]=[CH:4][C:5]2[S:9][CH:8]=[C:7]([CH:10]([OH:29])[CH2:11][CH2:12][N:13]([CH:17]3[CH2:26][C:25]4[C:20](=[CH:21][CH:22]=[CH:23][C:24]=4[O:27][CH3:28])[O:19][CH2:18]3)[CH2:14][CH2:15][CH3:16])[C:6]=2[CH:30]=1. The catalyst class is: 5. (5) Reactant: [CH3:1][C:2]1[C:10]([CH3:11])=[C:9]([O:12][CH3:13])[CH:8]=[C:7]2[C:3]=1[CH:4]=[C:5]([C:14]([O:16][CH2:17][C:18]1[CH:23]=[CH:22][CH:21]=[CH:20][CH:19]=1)=[O:15])[NH:6]2.[OH-].[CH2:25]([N+:32](C)(C)C)[C:26]1C=CC=C[CH:27]=1.C(#N)C=C. Product: [CH3:1][C:2]1[C:10]([CH3:11])=[C:9]([O:12][CH3:13])[CH:8]=[C:7]2[C:3]=1[CH:4]=[C:5]([C:14]([O:16][CH2:17][C:18]1[CH:19]=[CH:20][CH:21]=[CH:22][CH:23]=1)=[O:15])[N:6]2[CH2:27][CH2:26][C:25]#[N:32]. The catalyst class is: 12.